This data is from Catalyst prediction with 721,799 reactions and 888 catalyst types from USPTO. The task is: Predict which catalyst facilitates the given reaction. (1) Reactant: [N:1]1[C:10]2[C:5](=[CH:6][CH:7]=[CH:8][C:9]=2[S:11](Cl)(=[O:13])=[O:12])[CH:4]=[CH:3][CH:2]=1.[NH3:15]. Product: [N:1]1[C:10]2[C:5](=[CH:6][CH:7]=[CH:8][C:9]=2[S:11]([NH2:15])(=[O:13])=[O:12])[CH:4]=[CH:3][CH:2]=1. The catalyst class is: 2. (2) Reactant: [C:1]([C:5]1[CH:6]=[C:7]([NH:50][S:51]([CH3:54])(=[O:53])=[O:52])[C:8]([O:48][CH3:49])=[C:9]([NH:11][C:12](=[O:47])[NH:13][C:14]2[C:23]3[C:18](=[CH:19][CH:20]=[CH:21][CH:22]=3)[C:17]([O:24][C:25]3[CH:30]=[CH:29][N:28]=[C:27]([NH:31][C:32]4[CH:37]=[CH:36][C:35]([P:38]([CH2:43][CH3:44])(=[O:42])[O:39]CC)=[C:34]([O:45][CH3:46])[CH:33]=4)[CH:26]=3)=[CH:16][CH:15]=2)[CH:10]=1)([CH3:4])([CH3:3])[CH3:2].[OH-].[Na+].CCO.C(O)(=O)C. Product: [C:1]([C:5]1[CH:6]=[C:7]([NH:50][S:51]([CH3:54])(=[O:53])=[O:52])[C:8]([O:48][CH3:49])=[C:9]([NH:11][C:12]([NH:13][C:14]2[C:23]3[C:18](=[CH:19][CH:20]=[CH:21][CH:22]=3)[C:17]([O:24][C:25]3[CH:30]=[CH:29][N:28]=[C:27]([NH:31][C:32]4[CH:37]=[CH:36][C:35]([P:38]([CH2:43][CH3:44])(=[O:39])[OH:42])=[C:34]([O:45][CH3:46])[CH:33]=4)[CH:26]=3)=[CH:16][CH:15]=2)=[O:47])[CH:10]=1)([CH3:2])([CH3:3])[CH3:4]. The catalyst class is: 38.